This data is from Forward reaction prediction with 1.9M reactions from USPTO patents (1976-2016). The task is: Predict the product of the given reaction. (1) Given the reactants [F:1][C:2]1[CH:9]=[CH:8][C:7]([F:10])=[CH:6][C:3]=1[CH:4]=O.[C:11]([NH:14][NH2:15])([NH2:13])=[NH:12].[ClH:16], predict the reaction product. The product is: [ClH:16].[F:1][C:2]1[CH:9]=[CH:8][C:7]([F:10])=[CH:6][C:3]=1[CH:4]=[N:15][NH:14][C:11]([NH2:13])=[NH:12]. (2) Given the reactants [Cl:1][C:2]1[C:3]([C:35]([F:38])([F:37])[F:36])=[CH:4][C:5]2[N:9]=[C:8]([CH2:10][CH3:11])[N:7]([C:12]3[CH:33]=[CH:32][C:15]([CH2:16][CH2:17][N:18]([S:22]([C:25]4[CH:30]=[CH:29][C:28]([CH3:31])=[CH:27][CH:26]=4)(=[O:24])=[O:23])[C:19](=[O:21])[O-:20])=[CH:14][CH:13]=3)[C:6]=2[CH:34]=1.[C:39]1([CH3:49])[CH:44]=[CH:43][C:42]([S:45]([OH:48])(=[O:47])=[O:46])=[CH:41][CH:40]=1, predict the reaction product. The product is: [Cl:1][C:2]1[C:3]([C:35]([F:38])([F:37])[F:36])=[CH:4][C:5]2[N:9]=[C:8]([CH2:10][CH3:11])[N:7]([C:12]3[CH:33]=[CH:32][C:15]([CH2:16][CH2:17][N:18]([S:22]([C:25]4[CH:30]=[CH:29][C:28]([CH3:31])=[CH:27][CH:26]=4)(=[O:23])=[O:24])[C:19](=[O:20])[O-:21])=[CH:14][CH:13]=3)[C:6]=2[CH:34]=1.[CH3:49][C:39]1[CH:44]=[CH:43][C:42]([S:45]([OH:48])(=[O:47])=[O:46])=[CH:41][CH:40]=1. (3) Given the reactants [O:1]=[CH:2][C:3]1[CH:11]=[CH:10][C:8]([OH:9])=[C:5]([O:6][CH3:7])[CH:4]=1.[Br:12]C(Br)(CC)CC.C(=O)([O-])[O-].[K+].[K+].[CH3:25][CH2:26][CH2:27][CH2:28][CH2:29]C, predict the reaction product. The product is: [Br:12][CH2:29][CH2:28][CH2:27][CH2:26][CH2:25][O:9][C:8]1[CH:10]=[CH:11][C:3]([CH:2]=[O:1])=[CH:4][C:5]=1[O:6][CH3:7]. (4) The product is: [C:42]([O:41][C:40]([N:39]([CH3:47])[C@@H:37]([CH3:38])[C:36]([NH:35][C@H:9]([C:10](=[O:34])[N:11]1[C@H:20]([C:21](=[O:33])[NH:22][C@H:23]2[C:32]3[C:27](=[CH:28][CH:29]=[CH:30][CH:31]=3)[CH2:26][CH2:25][CH2:24]2)[CH2:19][C:18]2[C:13](=[CH:14][CH:15]=[CH:16][CH:17]=2)[CH2:12]1)[CH2:8][C:5]1[CH:4]=[CH:3][C:2]([O:1][CH2:50][C:51]2[CH:60]=[CH:59][C:54]([C:55]([O:57][CH3:58])=[O:56])=[CH:53][CH:52]=2)=[CH:7][CH:6]=1)=[O:48])=[O:46])([CH3:43])([CH3:44])[CH3:45]. Given the reactants [OH:1][C:2]1[CH:7]=[CH:6][C:5]([CH2:8][C@H:9]([NH:35][C:36](=[O:48])[C@@H:37]([N:39]([CH3:47])[C:40](=[O:46])[O:41][C:42]([CH3:45])([CH3:44])[CH3:43])[CH3:38])[C:10](=[O:34])[N:11]2[C@H:20]([C:21](=[O:33])[NH:22][C@H:23]3[C:32]4[C:27](=[CH:28][CH:29]=[CH:30][CH:31]=4)[CH2:26][CH2:25][CH2:24]3)[CH2:19][C:18]3[C:13](=[CH:14][CH:15]=[CH:16][CH:17]=3)[CH2:12]2)=[CH:4][CH:3]=1.Br[CH2:50][C:51]1[CH:60]=[CH:59][C:54]([C:55]([O:57][CH3:58])=[O:56])=[CH:53][CH:52]=1.C([O-])([O-])=O.[Cs+].[Cs+].[NH4+].[Cl-], predict the reaction product. (5) Given the reactants [S:1]1(=[O:11])(=[O:10])[C:5]2[CH:6]=[CH:7][CH:8]=[CH:9][C:4]=2[CH2:3][CH2:2]1.[NH3:12].[CH3:13]O.C1COCC1, predict the reaction product. The product is: [O:11]=[S:1]1(=[O:10])[C:5]2[CH:6]=[CH:7][C:8]([CH2:13][NH2:12])=[CH:9][C:4]=2[CH2:3][CH2:2]1. (6) Given the reactants C(N(CC)CC)C.[Cl:8][C:9]1[CH:14]=[CH:13][C:12]([C:15]2[CH:16]=[CH:17][C:18]([C:21]#[C:22][C:23]3[CH:24]=[C:25]4[C:29](=[CH:30][CH:31]=3)[N:28]([CH2:32][CH2:33][OH:34])[CH:27]=[CH:26]4)=[N:19][CH:20]=2)=[CH:11][CH:10]=1.[CH3:35][S:36](Cl)(=[O:38])=[O:37], predict the reaction product. The product is: [CH3:35][S:36]([O:34][CH2:33][CH2:32][N:28]1[C:29]2[C:25](=[CH:24][C:23]([C:22]#[C:21][C:18]3[CH:17]=[CH:16][C:15]([C:12]4[CH:11]=[CH:10][C:9]([Cl:8])=[CH:14][CH:13]=4)=[CH:20][N:19]=3)=[CH:31][CH:30]=2)[CH:26]=[CH:27]1)(=[O:38])=[O:37]. (7) Given the reactants [NH2:1][C:2]12[CH2:8][C:5]([C:9]([O:11][CH2:12][CH3:13])=[O:10])([CH2:6][CH2:7]1)[CH2:4][CH2:3]2.Br[CH2:15][C:16]([N:18]1[CH2:22][CH2:21][CH2:20][C@H:19]1[C:23]#[N:24])=[O:17], predict the reaction product. The product is: [CH2:12]([O:11][C:9]([C:5]12[CH2:8][C:2]([NH:1][CH2:15][C:16]([N:18]3[CH2:22][CH2:21][CH2:20][C@H:19]3[C:23]#[N:24])=[O:17])([CH2:3][CH2:4]1)[CH2:7][CH2:6]2)=[O:10])[CH3:13].